This data is from Full USPTO retrosynthesis dataset with 1.9M reactions from patents (1976-2016). The task is: Predict the reactants needed to synthesize the given product. (1) Given the product [OH:2][C:3]1[CH:8]=[CH:7][C:6]([OH:9])=[CH:5][C:4]=1[C:11](=[O:21])[CH2:12][C:13]1[CH:18]=[CH:17][CH:16]=[C:15]([OH:19])[CH:14]=1, predict the reactants needed to synthesize it. The reactants are: C[O:2][C:3]1[CH:8]=[CH:7][C:6]([O:9]C)=[CH:5][C:4]=1[C:11](=[O:21])[CH2:12][C:13]1[CH:18]=[CH:17][CH:16]=[C:15]([O:19]C)[CH:14]=1.B(Br)(Br)Br. (2) Given the product [F:1][C:2]1[CH:3]=[C:4]([CH2:9][C:10]([O:12][CH2:13][CH3:14])=[O:11])[CH:5]=[CH:6][C:7]=1[O:8][CH2:16][C:17](=[O:18])[C:19]1[CH:24]=[CH:23][CH:22]=[CH:21][CH:20]=1, predict the reactants needed to synthesize it. The reactants are: [F:1][C:2]1[CH:3]=[C:4]([CH2:9][C:10]([O:12][CH2:13][CH3:14])=[O:11])[CH:5]=[CH:6][C:7]=1[OH:8].Br[CH2:16][C:17]([C:19]1[CH:24]=[CH:23][CH:22]=[CH:21][CH:20]=1)=[O:18].C(=O)([O-])[O-].[K+].[K+]. (3) Given the product [C:1]([C:3]1[CH:7]=[CH:6][S:5][C:4]=1[C:8]1[O:10][N:30]=[C:28]([C:25]2[CH:24]=[CH:23][C:22]([C:21]([F:33])([F:20])[F:32])=[CH:27][N:26]=2)[N:29]=1)#[N:2], predict the reactants needed to synthesize it. The reactants are: [C:1]([C:3]1[CH:7]=[CH:6][S:5][C:4]=1[C:8]([OH:10])=O)#[N:2].C(Cl)Cl.C(Cl)(=O)C(Cl)=O.[F:20][C:21]([F:33])([F:32])[C:22]1[CH:23]=[CH:24][C:25]([C:28](=[N:30]O)[NH2:29])=[N:26][CH:27]=1.